This data is from Forward reaction prediction with 1.9M reactions from USPTO patents (1976-2016). The task is: Predict the product of the given reaction. (1) Given the reactants [CH:1]1([CH2:7][C@H:8](NC(=O)OC(C)(C)C)[CH2:9]NCC)[CH2:6][CH2:5][CH2:4][CH2:3][CH2:2]1.C(O[N:31]1[C:36](=[O:37])C[CH2:34][C:32]1=O)(OCC[Si](C)(C)C)=O.C1C[O:41]CC1, predict the reaction product. The product is: [CH:1]1([CH2:7][CH2:8][CH2:9][O:41][C:36](=[O:37])[NH:31][CH2:32][CH3:34])[CH2:2][CH2:3][CH2:4][CH2:5][CH2:6]1. (2) Given the reactants [Br:1][C:2]1[CH:3]=[C:4]([OH:9])[CH:5]=[CH:6][C:7]=1[F:8].Br[CH2:11][CH:12]([O:16][CH2:17][CH3:18])[O:13][CH2:14][CH3:15].C([O-])([O-])=O.[K+].[K+], predict the reaction product. The product is: [Br:1][C:2]1[CH:3]=[C:4]([O:9][CH2:11][CH:12]([O:16][CH2:17][CH3:18])[O:13][CH2:14][CH3:15])[CH:5]=[CH:6][C:7]=1[F:8]. (3) Given the reactants Br[C:2]1[CH:3]=[C:4]([NH:8][CH:9]([C:13]2[CH:18]=[CH:17][C:16]([CH3:19])=[CH:15][CH:14]=2)[C:10]([NH2:12])=[O:11])[CH:5]=[N:6][CH:7]=1.C([O-])([O-])=O.[K+].[K+].[Cl:26][C:27]1[CH:28]=[CH:29][C:30]([F:36])=[C:31](B(O)O)[CH:32]=1, predict the reaction product. The product is: [Cl:26][C:27]1[CH:32]=[CH:31][C:30]([F:36])=[C:29]([C:2]2[CH:3]=[C:4]([NH:8][CH:9]([C:13]3[CH:18]=[CH:17][C:16]([CH3:19])=[CH:15][CH:14]=3)[C:10]([NH2:12])=[O:11])[CH:5]=[N:6][CH:7]=2)[CH:28]=1. (4) Given the reactants [CH:1]([S:4](Cl)(=[O:6])=[O:5])([CH3:3])[CH3:2].[CH3:8][C:9]1[N:13]([C:14]2[CH:19]=[CH:18][C:17]([C:20]([F:23])([F:22])[F:21])=[CH:16][N:15]=2)[N:12]=[CH:11][C:10]=1[C:24]([NH:26][C:27]1[CH:28]=[N:29][C:30]([CH:33]2[CH2:38][CH2:37][NH:36][CH2:35][CH2:34]2)=[CH:31][CH:32]=1)=[O:25].C(=O)([O-])[O-].[K+].[K+].O, predict the reaction product. The product is: [CH3:8][C:9]1[N:13]([C:14]2[CH:19]=[CH:18][C:17]([C:20]([F:22])([F:21])[F:23])=[CH:16][N:15]=2)[N:12]=[CH:11][C:10]=1[C:24]([NH:26][C:27]1[CH:28]=[N:29][C:30]([CH:33]2[CH2:38][CH2:37][N:36]([S:4]([CH:1]([CH3:3])[CH3:2])(=[O:6])=[O:5])[CH2:35][CH2:34]2)=[CH:31][CH:32]=1)=[O:25]. (5) Given the reactants Br[C:2]1[CH:3]=[C:4]([NH:9][S:10]([C:13]2[CH:18]=[CH:17][CH:16]=[CH:15][CH:14]=2)(=[O:12])=[O:11])[C:5]([Cl:8])=[N:6][CH:7]=1.[C:19]1(B(O)O)[CH:24]=[CH:23][CH:22]=[CH:21][CH:20]=1.C(=O)([O-])[O-].[K+].[K+].C(OCC)(=O)C, predict the reaction product. The product is: [Cl:8][C:5]1[C:4]([NH:9][S:10]([C:13]2[CH:18]=[CH:17][CH:16]=[CH:15][CH:14]=2)(=[O:12])=[O:11])=[CH:3][C:2]([C:19]2[CH:24]=[CH:23][CH:22]=[CH:21][CH:20]=2)=[CH:7][N:6]=1. (6) Given the reactants C(OC([N:8]1[CH2:17][CH2:16][C:15]2[C:14]([O:18][C:19]3[CH:20]=[C:21]4[C:25](=[CH:26][CH:27]=3)[N:24]([C:28](=[O:42])[NH:29][C:30]3[CH:35]=[C:34]([C:36]([F:39])([F:38])[F:37])[CH:33]=[C:32]([C:40]#[N:41])[CH:31]=3)[CH:23]=[CH:22]4)=[N:13][CH:12]=[N:11][C:10]=2[CH2:9]1)=O)(C)(C)C, predict the reaction product. The product is: [C:40]([C:32]1[CH:31]=[C:30]([NH:29][C:28]([N:24]2[C:25]3[C:21](=[CH:20][C:19]([O:18][C:14]4[C:15]5[CH2:16][CH2:17][NH:8][CH2:9][C:10]=5[N:11]=[CH:12][N:13]=4)=[CH:27][CH:26]=3)[CH:22]=[CH:23]2)=[O:42])[CH:35]=[C:34]([C:36]([F:38])([F:39])[F:37])[CH:33]=1)#[N:41].